Dataset: Forward reaction prediction with 1.9M reactions from USPTO patents (1976-2016). Task: Predict the product of the given reaction. (1) Given the reactants [CH3:1][CH2:2][CH2:3][CH:4]([NH:8][C:9]([C:11]1[CH:19]=[CH:18][C:14]2[O:15][CH2:16][O:17][C:13]=2[CH:12]=1)=O)[CH2:5][CH2:6][CH3:7].COC1C=CC(P2(SP(C3C=CC(OC)=CC=3)(=S)S2)=[S:29])=CC=1, predict the reaction product. The product is: [CH3:1][CH2:2][CH2:3][CH:4]([NH:8][C:9]([C:11]1[CH:19]=[CH:18][C:14]2[O:15][CH2:16][O:17][C:13]=2[CH:12]=1)=[S:29])[CH2:5][CH2:6][CH3:7]. (2) Given the reactants [CH3:1][O:2][C:3]1[N:4]=[C:5]2[C:10](=[CH:11][CH:12]=1)[N:9]=[CH:8][CH:7]=[C:6]2[CH2:13][CH2:14][C:15]1([OH:21])[CH2:20][CH2:19][NH:18][CH2:17][CH2:16]1.N(S([O-])(=O)=O)(S([O-])(=O)=O)[O].[K+].[K+].[NH2:34][OH:35].Cl, predict the reaction product. The product is: [CH3:1][O:2][C:3]1[N:4]=[C:5]2[C:10](=[CH:11][CH:12]=1)[N:9]=[CH:8][CH:7]=[C:6]2[CH2:13][CH2:14][C:15]1([OH:21])[CH2:20][CH2:19][N:18]([N:34]=[O:35])[CH2:17][CH2:16]1. (3) Given the reactants [Br:1][C:2]1[CH:10]=[CH:9][C:5]([C:6]([NH2:8])=[S:7])=[CH:4][CH:3]=1.N1C=CC=CC=1.[CH:17]1([C:23](Cl)=[O:24])[CH2:22][CH2:21][CH2:20][CH2:19][CH2:18]1.ClCCl, predict the reaction product. The product is: [Br:1][C:2]1[CH:10]=[CH:9][C:5]([C:6]([NH:8][C:23]([CH:17]2[CH2:22][CH2:21][CH2:20][CH2:19][CH2:18]2)=[O:24])=[S:7])=[CH:4][CH:3]=1. (4) Given the reactants [NH2:1][C:2]([CH3:6])([CH3:5])[CH2:3][OH:4].C(N(CC)CC)C.Cl.[F:15][C:16]([F:50])([F:49])[C:17]1[CH:22]=[C:21]([C:23]2[CH:28]=[CH:27][C:26]([C:29]([F:32])([F:31])[F:30])=[CH:25][CH:24]=2)[N:20]=[C:19]([C:33]2[CH:38]=[CH:37][N:36]=[C:35]([C:39]3[CH:40]=[C:41]([S:45](Cl)(=[O:47])=[O:46])[CH:42]=[CH:43][CH:44]=3)[CH:34]=2)[N:18]=1, predict the reaction product. The product is: [OH:4][CH2:3][C:2]([NH:1][S:45]([C:41]1[CH:42]=[CH:43][CH:44]=[C:39]([C:35]2[CH:34]=[C:33]([C:19]3[N:18]=[C:17]([C:16]([F:15])([F:49])[F:50])[CH:22]=[C:21]([C:23]4[CH:28]=[CH:27][C:26]([C:29]([F:32])([F:30])[F:31])=[CH:25][CH:24]=4)[N:20]=3)[CH:38]=[CH:37][N:36]=2)[CH:40]=1)(=[O:46])=[O:47])([CH3:6])[CH3:5]. (5) Given the reactants [Cl:1][C:2]1[CH:7]=[CH:6][C:5]([CH2:8][OH:9])=[C:4]([F:10])[CH:3]=1.N1C=CN=C1.[C:16]([Si:20](Cl)([CH3:22])[CH3:21])([CH3:19])([CH3:18])[CH3:17], predict the reaction product. The product is: [Cl:1][C:2]1[CH:7]=[CH:6][C:5]([CH2:8][O:9][Si:20]([C:16]([CH3:19])([CH3:18])[CH3:17])([CH3:22])[CH3:21])=[C:4]([F:10])[CH:3]=1. (6) Given the reactants [N+:1]([O-:4])(O)=[O:2].[CH2:5]([O:12][C:13]1[CH:20]=[CH:19][C:16]([C:17]#[N:18])=[CH:15][C:14]=1[O:21][CH3:22])[C:6]1[CH:11]=[CH:10][CH:9]=[CH:8][CH:7]=1, predict the reaction product. The product is: [CH2:5]([O:12][C:13]1[CH:20]=[C:19]([N+:1]([O-:4])=[O:2])[C:16]([C:17]#[N:18])=[CH:15][C:14]=1[O:21][CH3:22])[C:6]1[CH:7]=[CH:8][CH:9]=[CH:10][CH:11]=1.